From a dataset of Reaction yield outcomes from USPTO patents with 853,638 reactions. Predict the reaction yield, written as a fraction of the theoretical maximum amount of product (1.0 means a 100% yield; for example, 0.34 means a 34% yield). (1) The reactants are [Cl:1][C:2]1[CH:3]=[C:4]([CH:9]([C:24]([F:27])([F:26])[F:25])/[CH:10]=[CH:11]/[C:12]2[CH:22]=[CH:21][C:15]([C:16]([O:18]CC)=[O:17])=[C:14]([CH3:23])[CH:13]=2)[CH:5]=[C:6]([Cl:8])[CH:7]=1.Cl. The catalyst is O1CCOCC1. The product is [Cl:1][C:2]1[CH:3]=[C:4]([CH:9]([C:24]([F:27])([F:25])[F:26])/[CH:10]=[CH:11]/[C:12]2[CH:22]=[CH:21][C:15]([C:16]([OH:18])=[O:17])=[C:14]([CH3:23])[CH:13]=2)[CH:5]=[C:6]([Cl:8])[CH:7]=1. The yield is 0.500. (2) The reactants are [F:1]/[CH:2]=[C:3](\[CH2:13]O)/[CH2:4][NH:5][C:6](=[O:12])[O:7][C:8]([CH3:11])([CH3:10])[CH3:9].C(N(CC)CC)C.CS(Cl)(=O)=O.[Br-:27].[Li+]. The catalyst is CC(C)=O. The product is [Br:27][CH2:13]/[C:3](=[CH:2]\[F:1])/[CH2:4][NH:5][C:6](=[O:12])[O:7][C:8]([CH3:11])([CH3:10])[CH3:9]. The yield is 0.960. (3) The reactants are [OH:1][CH2:2][CH2:3][N:4]1[C:12]2[CH:11]=[CH:10][CH:9]=[CH:8][C:7]=2[C:6]2[CH2:13][CH2:14][N:15]([C:18]([O:20][C:21]([CH3:24])([CH3:23])[CH3:22])=[O:19])[CH2:16][CH2:17][C:5]1=2.[Cl:25][C:26]1[CH:31]=[CH:30][C:29](O)=[CH:28][CH:27]=1.C1(P(C2C=CC=CC=2)C2C=CC=CC=2)C=CC=CC=1.N(C(OCC)=O)=NC(OCC)=O. The catalyst is C1COCC1. The product is [Cl:25][C:26]1[CH:31]=[CH:30][C:29]([O:1][CH2:2][CH2:3][N:4]2[C:12]3[CH:11]=[CH:10][CH:9]=[CH:8][C:7]=3[C:6]3[CH2:13][CH2:14][N:15]([C:18]([O:20][C:21]([CH3:24])([CH3:23])[CH3:22])=[O:19])[CH2:16][CH2:17][C:5]2=3)=[CH:28][CH:27]=1. The yield is 0.880. (4) The reactants are Br[C:2]1[CH:7]=[CH:6][C:5]([C@@H:8]([N:10]2[CH2:15][CH2:14][C@:13]([CH2:22][C:23]([OH:26])([CH3:25])[CH3:24])([C:16]3[CH:21]=[CH:20][CH:19]=[CH:18][CH:17]=3)[NH:12][C:11]2=[O:27])[CH3:9])=[CH:4][CH:3]=1.[CH3:28][C:29]1([CH3:45])[C:33]([CH3:35])([CH3:34])[O:32][B:31]([B:31]2[O:32][C:33]([CH3:35])([CH3:34])[C:29]([CH3:45])([CH3:28])[O:30]2)[O:30]1.CC([O-])=O.[K+]. The catalyst is CS(C)=O.C1C=CC(P(C2C=CC=CC=2)[C-]2C=CC=C2)=CC=1.C1C=CC(P(C2C=CC=CC=2)[C-]2C=CC=C2)=CC=1.Cl[Pd]Cl.[Fe+2]. The yield is 0.700. The product is [OH:26][C:23]([CH3:25])([CH3:24])[CH2:22][C@:13]1([C:16]2[CH:21]=[CH:20][CH:19]=[CH:18][CH:17]=2)[CH2:14][CH2:15][N:10]([C@H:8]([C:5]2[CH:6]=[CH:7][C:2]([B:31]3[O:32][C:33]([CH3:35])([CH3:34])[C:29]([CH3:45])([CH3:28])[O:30]3)=[CH:3][CH:4]=2)[CH3:9])[C:11](=[O:27])[NH:12]1. (5) The reactants are [Cl:1][C:2]1[CH:10]=[C:6]([C:7]([OH:9])=O)[C:5]([OH:11])=[CH:4][CH:3]=1.[CH3:12][C:13]1[CH:19]=[CH:18][C:17]([C:20]([F:23])([F:22])[F:21])=[CH:16][C:14]=1[NH2:15]. No catalyst specified. The product is [Cl:1][C:2]1[CH:3]=[CH:4][C:5]([OH:11])=[C:6]([CH:10]=1)[C:7]([NH:15][C:14]1[CH:16]=[C:17]([C:20]([F:21])([F:22])[F:23])[CH:18]=[CH:19][C:13]=1[CH3:12])=[O:9]. The yield is 0.733. (6) The reactants are [O:1]=[C:2]1[CH2:7][CH2:6][N:5]([C:8]([O:10][C:11]([CH3:14])([CH3:13])[CH3:12])=[O:9])[CH2:4][CH2:3]1.Br[C:16]1[S:17][CH:18]=[CH:19][N:20]=1. No catalyst specified. The product is [OH:1][C:2]1([C:16]2[S:17][CH:18]=[CH:19][N:20]=2)[CH2:3][CH2:4][N:5]([C:8]([O:10][C:11]([CH3:14])([CH3:13])[CH3:12])=[O:9])[CH2:6][CH2:7]1. The yield is 0.800. (7) The reactants are [Br:1][C:2]1[CH:17]=[CH:16][C:5]([N:6]([CH3:15])[C:7](=O)[C:8]2[CH:13]=[CH:12][CH:11]=[CH:10][CH:9]=2)=[C:4]([NH2:18])[CH:3]=1.O.C1(C)C=CC(S(O)(=O)=O)=CC=1. The catalyst is C1(C)C(C)=CC=CC=1. The product is [Br:1][C:2]1[CH:17]=[CH:16][C:5]2[N:6]([CH3:15])[C:7]([C:8]3[CH:13]=[CH:12][CH:11]=[CH:10][CH:9]=3)=[N:18][C:4]=2[CH:3]=1. The yield is 0.890. (8) The reactants are Cl[C:2]1[CH:7]=[C:6]([Cl:8])[N:5]=[CH:4][N:3]=1.[NH:9]1[CH:13]=[N:12][CH:11]=[N:10]1.C(=O)([O-])[O-].[Cs+].[Cs+]. The catalyst is CN(C=O)C.O. The product is [Cl:8][C:6]1[CH:7]=[C:2]([N:9]2[CH:13]=[N:12][CH:11]=[N:10]2)[N:3]=[CH:4][N:5]=1. The yield is 0.380. (9) The reactants are [Cl:1][C:2]1[N:7]=[CH:6][C:5]([C:8](=[CH:16]N(C)C)[C:9]([C:11]2[O:12][CH:13]=[CH:14][CH:15]=2)=O)=[CH:4][CH:3]=1.Cl.[NH2:21][C:22]([NH2:24])=[NH:23].C(=O)([O-])[O-].[K+].[K+]. The catalyst is CN(C)C=O.O. The product is [Cl:1][C:2]1[N:7]=[CH:6][C:5]([C:8]2[C:9]([C:11]3[O:12][CH:13]=[CH:14][CH:15]=3)=[N:23][C:22]([NH2:24])=[N:21][CH:16]=2)=[CH:4][CH:3]=1. The yield is 0.740. (10) The reactants are C[O:2][C:3]1[CH:4]=[C:5]2[C:10](=[CH:11][C:12]=1[C:13]1[CH:18]=[CH:17][CH:16]=[CH:15][N:14]=1)[CH:9]=[N:8][CH:7]=[CH:6]2.C[S-].[Na+]. The catalyst is CN(C)C=O. The product is [N:14]1[CH:15]=[CH:16][CH:17]=[CH:18][C:13]=1[C:12]1[CH:11]=[C:10]2[C:5]([CH:6]=[CH:7][N:8]=[CH:9]2)=[CH:4][C:3]=1[OH:2]. The yield is 0.270.